From a dataset of Forward reaction prediction with 1.9M reactions from USPTO patents (1976-2016). Predict the product of the given reaction. (1) Given the reactants Cl[C:2]1[C:11]2[C:6](=[CH:7][C:8]([Cl:12])=[CH:9][CH:10]=2)[N:5]=[CH:4][CH:3]=1.N[CH2:14][CH2:15][CH2:16][C:17]([OH:19])=[O:18].C1(O)C=CC=CC=1, predict the reaction product. The product is: [Cl:12][C:8]1[CH:7]=[C:6]2[C:11]([C:2]([CH2:14][CH2:15][CH2:16][C:17]([OH:19])=[O:18])=[CH:3][CH:4]=[N:5]2)=[CH:10][CH:9]=1. (2) The product is: [C:6]1(=[O:7])[N:2]([O:1][C:38](=[O:39])[CH2:37][C:36]([C:29]2[C:30]([CH3:35])=[CH:31][C:32]([CH3:34])=[CH:33][C:28]=2[O:27][C:24](=[O:26])[CH3:25])([CH3:42])[CH3:41])[C:3](=[O:8])[CH2:4][CH2:5]1. Given the reactants [OH:1][N:2]1[C:6](=[O:7])[CH2:5][CH2:4][C:3]1=[O:8].C1CCC(N=C=NC2CCCCC2)CC1.[C:24]([O:27][C:28]1[CH:33]=[C:32]([CH3:34])[CH:31]=[C:30]([CH3:35])[C:29]=1[C:36]([CH3:42])([CH3:41])[CH2:37][C:38](O)=[O:39])(=[O:26])[CH3:25], predict the reaction product. (3) Given the reactants CS(O[CH2:6][CH2:7][CH2:8][C:9]1([C:26]2[CH:31]=[CH:30][CH:29]=[CH:28][CH:27]=2)[C:17]2[C:12](=[CH:13][CH:14]=[C:15]([C:18]3[C:19]([CH3:24])=[N:20][O:21][C:22]=3[CH3:23])[CH:16]=2)[NH:11][C:10]1=[O:25])(=O)=O.C(N(CC)CC)C.[NH:39]1[CH2:44][CH2:43][O:42][CH2:41][CH2:40]1.O, predict the reaction product. The product is: [CH3:24][C:19]1[C:18]([C:15]2[CH:16]=[C:17]3[C:12](=[CH:13][CH:14]=2)[NH:11][C:10](=[O:25])[C:9]3([CH2:8][CH2:7][CH2:6][N:39]2[CH2:44][CH2:43][O:42][CH2:41][CH2:40]2)[C:26]2[CH:27]=[CH:28][CH:29]=[CH:30][CH:31]=2)=[C:22]([CH3:23])[O:21][N:20]=1. (4) Given the reactants [Br:1][C:2]1[CH:3]=[CH:4][C:5]([CH3:8])=[N:6][CH:7]=1.OO.NC(N)=[O:13].FC(F)(F)C(OC(=O)C(F)(F)F)=O, predict the reaction product. The product is: [Br:1][C:2]1[CH:3]=[CH:4][C:5]([CH3:8])=[N+:6]([O-:13])[CH:7]=1. (5) The product is: [Cl:3][C:4]1[CH:19]=[CH:18][C:7]([CH2:8][N:9]2[CH2:13][CH2:12][N:11]([CH2:21][CH2:22][CH2:23][N:11]3[CH2:12][CH2:13][N:9]([CH2:8][C:7]4[CH:18]=[CH:19][C:4]([Cl:3])=[N:5][CH:6]=4)[C:10]3=[N:14][N+:15]([O-:17])=[O:16])[C:10]2=[N:14][N+:15]([O-:17])=[O:16])=[CH:6][N:5]=1. Given the reactants [H-].[Na+].[Cl:3][C:4]1[CH:19]=[CH:18][C:7]([CH2:8][N:9]2[CH2:13][CH2:12][NH:11][C:10]2=[N:14][N+:15]([O-:17])=[O:16])=[CH:6][N:5]=1.I[CH2:21][CH2:22][CH2:23]I, predict the reaction product.